From a dataset of Reaction yield outcomes from USPTO patents with 853,638 reactions. Predict the reaction yield, written as a fraction of the theoretical maximum amount of product (1.0 means a 100% yield; for example, 0.34 means a 34% yield). (1) The reactants are [C:1]([C:4]1[CH:5]=[CH:6][C:7]2[O:8][CH2:9][CH2:10][C:11]3[CH:17]=[C:16]([C:18]4[N:22]([C:23]5[CH:28]=[CH:27][C:26]([F:29])=[CH:25][C:24]=5[F:30])[N:21]=[CH:20][N:19]=4)[S:15][C:12]=3[C:13]=2[N:14]=1)([OH:3])=O.[CH3:31][N:32]([CH3:35])[CH:33]=O.[CH:36]([N:39](CC)[CH:40](C)C)(C)C.F[P-](F)(F)(F)(F)F.C[N+](C)=C(N(C)C)ON1C2N=CC=CC=2N=N1.C(=O)(O)[O-].[Na+]. No catalyst specified. The product is [F:30][C:24]1[CH:25]=[C:26]([F:29])[CH:27]=[CH:28][C:23]=1[N:22]1[C:18]([C:16]2[S:15][C:12]3[C:13]4[N:14]=[C:4]([C:1]([N:39]5[CH2:40][CH2:33][N:32]([CH3:35])[CH2:31][CH2:36]5)=[O:3])[CH:5]=[CH:6][C:7]=4[O:8][CH2:9][CH2:10][C:11]=3[CH:17]=2)=[N:19][CH:20]=[N:21]1. The yield is 0.320. (2) The reactants are [CH2:1]([N:5]1[C:14]2[C:9](=[N:10][CH:11]=[C:12]([CH2:15][C:16]3[CH:21]=[CH:20][C:19]([F:22])=[CH:18][CH:17]=3)[CH:13]=2)[C:8]([OH:23])=[C:7]([C:24](OCC)=[O:25])[C:6]1=[O:29])[CH2:2][CH2:3][CH3:4].[NH2:30][CH2:31][CH:32]([OH:34])[CH3:33]. No catalyst specified. The product is [CH2:1]([N:5]1[C:14]2[C:9](=[N:10][CH:11]=[C:12]([CH2:15][C:16]3[CH:21]=[CH:20][C:19]([F:22])=[CH:18][CH:17]=3)[CH:13]=2)[C:8]([OH:23])=[C:7]([C:24]([NH:30][CH2:31][CH:32]([OH:34])[CH3:33])=[O:25])[C:6]1=[O:29])[CH2:2][CH2:3][CH3:4]. The yield is 0.380.